Task: Predict the product of the given reaction.. Dataset: Forward reaction prediction with 1.9M reactions from USPTO patents (1976-2016) (1) The product is: [NH:1]1[C:22]2[C:9]3[NH:10][C:11]4[C:16]([C:8]=3[CH2:7][CH2:6][CH2:5][C:4]=2[CH:3]=[N:2]1)=[CH:15][C:14]([C:17]([OH:19])=[O:18])=[CH:13][CH:12]=4. Given the reactants [NH:1]1[C:22]2[C:9]3[NH:10][C:11]4[C:16]([C:8]=3[CH2:7][CH2:6][CH2:5][C:4]=2[CH:3]=[N:2]1)=[CH:15][C:14]([C:17]([O:19]CC)=[O:18])=[CH:13][CH:12]=4.[OH-].[Na+].Cl, predict the reaction product. (2) Given the reactants [C:1]([O:13]C)(=O)[C:2]1[CH:11]=[CH:10][CH:9]=[C:4]([C:5]([O:7][CH3:8])=[O:6])[CH:3]=1.[C:15]([O:18][C:19]([CH3:22])([CH3:21])[CH3:20])(=[O:17])[CH3:16].[Li], predict the reaction product. The product is: [CH3:8][O:7][C:5](=[O:6])[C:4]1[CH:9]=[CH:10][CH:11]=[C:2]([C:1](=[O:13])[CH2:16][C:15]([O:18][C:19]([CH3:22])([CH3:21])[CH3:20])=[O:17])[CH:3]=1. (3) The product is: [CH:5]1([C:8]2[C:12]3[CH:13]=[N:14][C:15]([C:17]([N:35]4[CH2:40][CH2:39][O:38][CH2:37][CH2:36]4)=[O:18])=[CH:16][C:11]=3[N:10]([C:22]3[N:27]=[CH:26][C:25]([C:28]4[CH:33]=[CH:32][CH:31]=[CH:30][C:29]=4[F:34])=[CH:24][N:23]=3)[N:9]=2)[CH2:7][CH2:6]1. Given the reactants C[Al](C)C.[CH:5]1([C:8]2[C:12]3[CH:13]=[N:14][C:15]([C:17](OCC)=[O:18])=[CH:16][C:11]=3[N:10]([C:22]3[N:27]=[CH:26][C:25]([C:28]4[CH:33]=[CH:32][CH:31]=[CH:30][C:29]=4[F:34])=[CH:24][N:23]=3)[N:9]=2)[CH2:7][CH2:6]1.[NH:35]1[CH2:40][CH2:39][O:38][CH2:37][CH2:36]1, predict the reaction product. (4) Given the reactants [F:1][C:2]1[CH:7]=[C:6]([I:8])[CH:5]=[CH:4][C:3]=1[NH:9][C:10]1[C:11]([NH:21][S:22]([CH:25]2[CH2:28][CH:27]([O:29]CC3C=CC=CC=3)[CH2:26]2)(=[O:24])=[O:23])=[C:12]2[O:20][CH2:19][CH2:18][N:13]2[C:14](=[O:17])[C:15]=1[CH3:16].B(Cl)(Cl)Cl, predict the reaction product. The product is: [F:1][C:2]1[CH:7]=[C:6]([I:8])[CH:5]=[CH:4][C:3]=1[NH:9][C:10]1[C:11]([NH:21][S:22]([CH:25]2[CH2:28][CH:27]([OH:29])[CH2:26]2)(=[O:23])=[O:24])=[C:12]2[O:20][CH2:19][CH2:18][N:13]2[C:14](=[O:17])[C:15]=1[CH3:16]. (5) Given the reactants [Cl:1][C:2]1[CH:7]=[C:6]([Cl:8])[CH:5]=[CH:4][C:3]=1[C:9]1[N:14]=[C:13]([NH:15][CH:16]([CH3:26])[CH2:17][NH:18]C(=O)OC(C)(C)C)[N:12]2[CH:27]=[CH:28][N:29]=[C:11]2[CH:10]=1.[F:30][C:31]([F:36])([F:35])[C:32]([OH:34])=[O:33], predict the reaction product. The product is: [F:30][C:31]([F:36])([F:35])[C:32]([OH:34])=[O:33].[Cl:1][C:2]1[CH:7]=[C:6]([Cl:8])[CH:5]=[CH:4][C:3]=1[C:9]1[N:14]=[C:13]([NH:15][CH:16]([CH3:26])[CH2:17][NH2:18])[N:12]2[CH:27]=[CH:28][N:29]=[C:11]2[CH:10]=1. (6) Given the reactants [CH3:1][CH:2]([CH:9]1[C:13]2([CH3:30])[CH:14]([OH:29])[CH2:15][CH:16]3[C:21]4([CH3:27])[CH2:22][CH2:23][CH:24]([OH:26])[CH2:25][CH:20]4[CH2:19][CH:18]([OH:28])[CH:17]3[CH:12]2[CH2:11][CH2:10]1)[CH2:3][CH2:4][C:5]([O:7][CH3:8])=[O:6].[C:31]1([CH3:41])[CH:36]=[CH:35][C:34]([S:37](Cl)(=[O:39])=[O:38])=[CH:33][CH:32]=1.CC(OC)(C)C.Cl, predict the reaction product. The product is: [CH3:8][O:7][C:5](=[O:6])[CH2:4][CH2:3][C@H:2]([C@@H:9]1[C@:13]2([CH3:30])[C@H:12]([C@H:17]3[C@H:16]([CH2:15][C@@H:14]2[OH:29])[C@:21]2([CH3:27])[C@@H:20]([CH2:25][C@@H:24]([O:26][S:37]([C:34]4[CH:35]=[CH:36][C:31]([CH3:41])=[CH:32][CH:33]=4)(=[O:39])=[O:38])[CH2:23][CH2:22]2)[CH2:19][C@H:18]3[OH:28])[CH2:11][CH2:10]1)[CH3:1].